Dataset: Full USPTO retrosynthesis dataset with 1.9M reactions from patents (1976-2016). Task: Predict the reactants needed to synthesize the given product. (1) Given the product [C:28]([C:30]1[CH:35]=[CH:34][CH:33]=[CH:32][C:31]=1[S:36]([N:11]1[CH2:12][CH2:13][CH2:14][C@@H:9]([CH2:8][NH:7][C:5]([C@@H:4]([NH:15][C:16]([C:18]2[S:19][C:20]3[CH:26]=[CH:25][CH:24]=[CH:23][C:21]=3[CH:22]=2)=[O:17])[CH2:3][CH:2]([CH3:27])[CH3:1])=[O:6])[CH2:10]1)(=[O:38])=[O:37])#[N:29], predict the reactants needed to synthesize it. The reactants are: [CH3:1][CH:2]([CH3:27])[CH2:3][C@H:4]([NH:15][C:16]([C:18]1[S:19][C:20]2[CH:26]=[CH:25][CH:24]=[CH:23][C:21]=2[CH:22]=1)=[O:17])[C:5]([NH:7][CH2:8][CH:9]1[CH2:14][CH2:13][CH2:12][NH:11][CH2:10]1)=[O:6].[C:28]([C:30]1[CH:35]=[CH:34][CH:33]=[CH:32][C:31]=1[S:36](Cl)(=[O:38])=[O:37])#[N:29]. (2) The reactants are: [Cl:1][C:2]1[CH:7]=[C:6]([Cl:8])[N:5]=[C:4]([NH2:9])[CH:3]=1.C[Si]([N-][Si](C)(C)C)(C)C.[Na+].[CH3:20][C:21]([O:24][C:25](O[C:25]([O:24][C:21]([CH3:23])([CH3:22])[CH3:20])=[O:26])=[O:26])([CH3:23])[CH3:22]. Given the product [Cl:1][C:2]1[CH:7]=[C:6]([Cl:8])[N:5]=[C:4]([NH:9][C:25](=[O:26])[O:24][C:21]([CH3:23])([CH3:22])[CH3:20])[CH:3]=1, predict the reactants needed to synthesize it. (3) The reactants are: [CH3:1][CH2:2][O:3][C:4]([C:6]1[N:7](C(OC(C)(C)C)=O)[C:8]2[C:13]([CH:14]=1)=[CH:12][C:11]([Cl:15])=[CH:10][C:9]=2[CH2:16][C:17]#[N:18])=[O:5].C(O)(C(F)(F)F)=O. Given the product [CH2:2]([O:3][C:4]([C:6]1[NH:7][C:8]2[C:13]([CH:14]=1)=[CH:12][C:11]([Cl:15])=[CH:10][C:9]=2[CH2:16][C:17]#[N:18])=[O:5])[CH3:1], predict the reactants needed to synthesize it.